This data is from Forward reaction prediction with 1.9M reactions from USPTO patents (1976-2016). The task is: Predict the product of the given reaction. (1) Given the reactants Br[C:2]1[N:6]2[CH:7]=[CH:8][CH:9]=[CH:10][C:5]2=[N:4][CH:3]=1.CC1(C)C(C)(C)OB([C:19]2[CH:20]=[C:21]3[C:26](=[C:27]([O:29][CH2:30][O:31][CH2:32][CH2:33][Si:34]([CH3:37])([CH3:36])[CH3:35])[CH:28]=2)[N:25]=[CH:24][N:23]([CH2:38][O:39][CH2:40][CH2:41][Si:42]([CH3:45])([CH3:44])[CH3:43])[C:22]3=[O:46])O1.C(=O)([O-])[O-].[K+].[K+].O, predict the reaction product. The product is: [N:4]1[CH:3]=[C:2]([C:19]2[CH:20]=[C:21]3[C:26](=[C:27]([O:29][CH2:30][O:31][CH2:32][CH2:33][Si:34]([CH3:37])([CH3:35])[CH3:36])[CH:28]=2)[N:25]=[CH:24][N:23]([CH2:38][O:39][CH2:40][CH2:41][Si:42]([CH3:45])([CH3:44])[CH3:43])[C:22]3=[O:46])[N:6]2[CH:7]=[CH:8][CH:9]=[CH:10][C:5]=12. (2) Given the reactants [C:1]([O:4][CH2:5][C:6]([N:8]1[CH2:13][CH2:12][CH:11]([CH2:14][OH:15])[CH2:10][CH2:9]1)=[O:7])(=[O:3])[CH3:2].C[N+]1([O-])CCOCC1, predict the reaction product. The product is: [C:1]([O:4][CH2:5][C:6]([N:8]1[CH2:13][CH2:12][CH:11]([CH:14]=[O:15])[CH2:10][CH2:9]1)=[O:7])(=[O:3])[CH3:2]. (3) Given the reactants [CH3:1][C:2](C)([O-:4])[CH3:3].[K+].[C:7]([OH:11])(C)(C)C.[F:12][C:13]1[CH:20]=[CH:19][C:16]([CH2:17]Br)=[CH:15][CH:14]=1.[O:21]1CCC[CH2:22]1, predict the reaction product. The product is: [F:12][C:13]1[CH:20]=[CH:19][C:16]([CH2:17][CH:1]([C:2](=[O:4])[CH3:3])[C:22]([O:11][CH3:7])=[O:21])=[CH:15][CH:14]=1. (4) Given the reactants C(O[C:4]([C:6]1[CH:7]=[N:8][C:9]2[C:14]([C:15]=1[NH:16][CH:17]1[CH2:21][CH2:20][CH2:19][CH2:18]1)=[CH:13][CH:12]=[CH:11][C:10]=2[O:22][CH3:23])=[O:5])C.[CH2:24]([O:26][C:27](=[O:32])[CH2:28][N:29]=[C:30]=[O:31])[CH3:25], predict the reaction product. The product is: [CH2:24]([O:26][C:27](=[O:32])[CH2:28][N:29]1[C:4](=[O:5])[C:6]2[CH:7]=[N:8][C:9]3[C:10]([O:22][CH3:23])=[CH:11][CH:12]=[CH:13][C:14]=3[C:15]=2[N:16]([CH:17]2[CH2:18][CH2:19][CH2:20][CH2:21]2)[C:30]1=[O:31])[CH3:25]. (5) Given the reactants [NH:1]1[C:9]2[C:4](=[CH:5][CH:6]=[CH:7][CH:8]=2)[CH:3]=[C:2]1[C:10]([OH:12])=O.CN(C(ON1N=[N:28][C:23]2[CH:24]=[CH:25][CH:26]=[CH:27][C:22]1=2)=[N+](C)C)C.F[P-](F)(F)(F)(F)F.[CH3:37][N:38]([CH:40]=[O:41])C, predict the reaction product. The product is: [CH3:22][C:27]1[C:26]([O:41][C:40]2[N:38]=[CH:37][C:2]([NH:1][C:10]([C:2]3[NH:1][C:9]4[C:4]([CH:3]=3)=[CH:5][CH:6]=[CH:7][CH:8]=4)=[O:12])=[CH:3][CH:4]=2)=[CH:25][CH:24]=[CH:23][N:28]=1.